From a dataset of Full USPTO retrosynthesis dataset with 1.9M reactions from patents (1976-2016). Predict the reactants needed to synthesize the given product. (1) Given the product [F:1][CH:2]([C:26](=[O:27])[C:25]([F:34])([F:33])[F:24])[C:3]([C:5]1[CH:10]=[CH:9][C:8]([CH:11]([CH3:13])[CH3:12])=[CH:7][CH:6]=1)=[O:4], predict the reactants needed to synthesize it. The reactants are: [F:1][CH2:2][C:3]([C:5]1[CH:10]=[CH:9][C:8]([CH:11]([CH3:13])[CH3:12])=[CH:7][CH:6]=1)=[O:4].[Li+].C[Si]([N-][Si](C)(C)C)(C)C.[F:24][C:25]([F:34])([F:33])[C:26](N1C=CN=C1)=[O:27]. (2) Given the product [Cl:3][C:4]1[C:11]([Br:1])=[CH:10][C:7]([O:8][CH3:9])=[C:6]([NH2:12])[CH:5]=1, predict the reactants needed to synthesize it. The reactants are: [Br:1]Br.[Cl:3][C:4]1[CH:5]=[C:6]([NH2:12])[C:7](=[CH:10][CH:11]=1)[O:8][CH3:9]. (3) Given the product [Cl:1][C:2]1[CH:3]=[C:4]([CH:19]=[CH:20][CH:21]=1)[CH2:5][O:6][C:7]1[CH:15]=[CH:14][CH:13]=[C:9]2[C:8]=1[C:16](=[O:18])[N:23]([CH:24]1[CH2:30][CH2:29][C:28](=[O:31])[NH:27][C:25]1=[O:26])[C:10]2=[O:12], predict the reactants needed to synthesize it. The reactants are: [Cl:1][C:2]1[CH:3]=[C:4]([CH:19]=[CH:20][CH:21]=1)[CH2:5][O:6][C:7]1[CH:15]=[CH:14][CH:13]=[C:9]([C:10]([OH:12])=O)[C:8]=1[C:16]([OH:18])=O.Cl.[NH2:23][CH:24]1[CH2:30][CH2:29][C:28](=[O:31])[NH:27][C:25]1=[O:26].